This data is from Forward reaction prediction with 1.9M reactions from USPTO patents (1976-2016). The task is: Predict the product of the given reaction. (1) Given the reactants C1(OC2C=CC=CC=2)C=CC=CC=1.C(OC(=O)/[C:20](/[C:32]#[N:33])=[CH:21]\[NH:22][C:23]1[S:24][CH:25]=[CH:26][C:27]=1[C:28]([O:30]C)=O)(C)(C)C, predict the reaction product. The product is: [OH:30][C:28]1[C:20]([C:32]#[N:33])=[CH:21][N:22]=[C:23]2[S:24][CH:25]=[CH:26][C:27]=12. (2) Given the reactants [Br:1][CH2:2][C:3](Br)=[O:4].[CH2:6]([NH:24][CH2:25][CH2:26][CH2:27][CH2:28][CH2:29][CH2:30][CH2:31][CH2:32][CH2:33][CH2:34][CH2:35][CH2:36][CH2:37][CH2:38][CH2:39][CH2:40][CH2:41][CH3:42])[CH2:7][CH2:8][CH2:9][CH2:10][CH2:11][CH2:12][CH2:13][CH2:14][CH2:15][CH2:16][CH2:17][CH2:18][CH2:19][CH2:20][CH2:21][CH2:22][CH3:23].CCN(CC)CC, predict the reaction product. The product is: [Br:1][CH2:2][C:3]([N:24]([CH2:25][CH2:26][CH2:27][CH2:28][CH2:29][CH2:30][CH2:31][CH2:32][CH2:33][CH2:34][CH2:35][CH2:36][CH2:37][CH2:38][CH2:39][CH2:40][CH2:41][CH3:42])[CH2:6][CH2:7][CH2:8][CH2:9][CH2:10][CH2:11][CH2:12][CH2:13][CH2:14][CH2:15][CH2:16][CH2:17][CH2:18][CH2:19][CH2:20][CH2:21][CH2:22][CH3:23])=[O:4]. (3) Given the reactants [Cl-].[NH4+].[CH3:3][O:4][C:5](=[O:20])[C:6]1[CH:11]=[CH:10][C:9]([NH:12][CH2:13][CH2:14][C:15]#[N:16])=[C:8]([N+:17]([O-])=O)[CH:7]=1, predict the reaction product. The product is: [CH3:3][O:4][C:5](=[O:20])[C:6]1[CH:11]=[CH:10][C:9]([NH:12][CH2:13][CH2:14][C:15]#[N:16])=[C:8]([NH2:17])[CH:7]=1.